From a dataset of Forward reaction prediction with 1.9M reactions from USPTO patents (1976-2016). Predict the product of the given reaction. Given the reactants N[C:2]1[CH:9]=[CH:8][C:5]([C:6]#N)=[C:4](OCC)[CH:3]=1.CCCP(=O)=[O:17].[CH:19]([N:22]([CH:25]([CH3:27])C)[CH2:23][CH3:24])([CH3:21])C.[C:28]([O:31]CC)(=[O:30])[CH3:29].CN([CH:37]=[O:38])C, predict the reaction product. The product is: [O:17]=[C:37]1[C:4]2[C:5](=[CH:8][C:9]([CH2:27][CH2:25][N:22]3[CH2:19][CH2:21][CH:29]([C:28]([OH:31])=[O:30])[CH2:24][CH2:23]3)=[CH:2][CH:3]=2)[CH2:6][O:38]1.